From a dataset of Forward reaction prediction with 1.9M reactions from USPTO patents (1976-2016). Predict the product of the given reaction. (1) Given the reactants [Cl:1][C:2]1[CH:7]=[CH:6][C:5]([CH:8]([C:10]2[CH:15]=[CH:14][CH:13]=[CH:12][CH:11]=2)O)=[CH:4][CH:3]=1.O=S(Cl)[Cl:18].[Cl-].[Cl-].[Ca+2], predict the reaction product. The product is: [Cl:1][C:2]1[CH:7]=[CH:6][C:5]([CH:8]([Cl:18])[C:10]2[CH:15]=[CH:14][CH:13]=[CH:12][CH:11]=2)=[CH:4][CH:3]=1. (2) Given the reactants C(OC(=O)[NH:10][CH2:11][CH:12]1[CH2:17][CH2:16][CH2:15][N:14]([CH2:18][CH2:19][C:20]2[CH:25]=[CH:24][C:23]([F:26])=[CH:22][CH:21]=2)[CH2:13]1)C1C=CC=CC=1, predict the reaction product. The product is: [F:26][C:23]1[CH:24]=[CH:25][C:20]([CH2:19][CH2:18][N:14]2[CH2:15][CH2:16][CH2:17][CH:12]([CH2:11][NH2:10])[CH2:13]2)=[CH:21][CH:22]=1. (3) The product is: [F:1][C:2]1[CH:3]=[CH:4][C:5]([N+:9]([O-:11])=[O:10])=[C:6]([O:8][CH2:19][CH2:20][CH2:21][CH2:22][CH3:23])[CH:7]=1. Given the reactants [F:1][C:2]1[CH:3]=[CH:4][C:5]([N+:9]([O-:11])=[O:10])=[C:6]([OH:8])[CH:7]=1.C([O-])([O-])=O.[K+].[K+].I[CH2:19][CH2:20][CH2:21][CH2:22][CH3:23], predict the reaction product. (4) Given the reactants Br[C:2]1[S:6][C:5]([C:7]2[CH:12]=[C:11]([C:13]3[CH:18]=[CH:17][C:16]([Cl:19])=[C:15]([Cl:20])[CH:14]=3)[CH:10]=[C:9]([CH3:21])[N:8]=2)=[CH:4][CH:3]=1.[NH2:22][C:23]1[CH:28]=[CH:27][C:26](B2OC(C)(C)C(C)(C)O2)=[CH:25][N:24]=1, predict the reaction product. The product is: [Cl:20][C:15]1[CH:14]=[C:13]([C:11]2[CH:10]=[C:9]([CH3:21])[N:8]=[C:7]([C:5]3[S:6][C:2]([N:24]4[CH:25]=[CH:26][CH:27]=[CH:28][CH:23]4[NH2:22])=[CH:3][CH:4]=3)[CH:12]=2)[CH:18]=[CH:17][C:16]=1[Cl:19]. (5) Given the reactants [C:1]([O:5][C:6]([N:8]1[CH2:13][CH2:12][CH:11]([N:14]([S:16]([C:19]2[CH:24]=[CH:23][C:22]([NH:25][C:26]3[N:31]=[C:30](Cl)[CH:29]=[CH:28][N:27]=3)=[CH:21][CH:20]=2)(=[O:18])=[O:17])[CH3:15])[CH2:10][CH2:9]1)=[O:7])([CH3:4])([CH3:3])[CH3:2].[F:33][C:34]1[CH:39]=[CH:38][C:37](B(O)O)=[CH:36][CH:35]=1, predict the reaction product. The product is: [C:1]([O:5][C:6]([N:8]1[CH2:13][CH2:12][CH:11]([N:14]([S:16]([C:19]2[CH:24]=[CH:23][C:22]([NH:25][C:26]3[N:31]=[C:30]([C:37]4[CH:38]=[CH:39][C:34]([F:33])=[CH:35][CH:36]=4)[CH:29]=[CH:28][N:27]=3)=[CH:21][CH:20]=2)(=[O:18])=[O:17])[CH3:15])[CH2:10][CH2:9]1)=[O:7])([CH3:4])([CH3:3])[CH3:2].